From a dataset of Forward reaction prediction with 1.9M reactions from USPTO patents (1976-2016). Predict the product of the given reaction. The product is: [CH:21]([C@H:20]1[CH2:19][O:18][C:17](=[O:24])[NH:16]1)([CH3:23])[CH3:22]. Given the reactants C(OC(=O)C[C@@H](C([N:16]1[C@@H:20]([CH:21]([CH3:23])[CH3:22])[CH2:19][O:18][C:17]1=[O:24])=O)CCCCC)(C)(C)C.OO.O[Li].O.[O-]S([O-])=O.[Na+].[Na+], predict the reaction product.